This data is from Full USPTO retrosynthesis dataset with 1.9M reactions from patents (1976-2016). The task is: Predict the reactants needed to synthesize the given product. (1) Given the product [F:27][C:28]1[CH:33]=[CH:32][C:31]([F:34])=[CH:30][C:29]=1[N:35]1[CH2:36][CH2:37][N:38]([CH2:6][CH2:7][N:8]2[C:16]3[N:15]=[C:14]([NH2:17])[N:13]4[N:18]=[C:19]([C:21]5[O:22][CH:23]=[CH:24][CH:25]=5)[N:20]=[C:12]4[C:11]=3[CH:10]=[CH:9]2)[CH2:39][CH2:40]1, predict the reactants needed to synthesize it. The reactants are: CS(O[CH2:6][CH2:7][N:8]1[C:16]2[N:15]=[C:14]([NH2:17])[N:13]3[N:18]=[C:19]([C:21]4[O:22][CH:23]=[CH:24][CH:25]=4)[N:20]=[C:12]3[C:11]=2[CH:10]=[CH:9]1)(=O)=O.Cl.[F:27][C:28]1[CH:33]=[CH:32][C:31]([F:34])=[CH:30][C:29]=1[N:35]1[CH2:40][CH2:39][NH:38][CH2:37][CH2:36]1.CCN(C(C)C)C(C)C. (2) Given the product [OH:15][C:12]1[CH:13]=[CH:14][C:9]([O:8][C:5]([CH3:7])([CH3:6])[C:4]([OH:29])=[O:3])=[C:10]([C:23]2[CH:28]=[CH:27][CH:26]=[CH:25][CH:24]=2)[CH:11]=1, predict the reactants needed to synthesize it. The reactants are: C([O:3][C:4](=[O:29])[C:5]([O:8][C:9]1[CH:14]=[CH:13][C:12]([O:15]CC2C=CC=CC=2)=[CH:11][C:10]=1[C:23]1[CH:28]=[CH:27][CH:26]=[CH:25][CH:24]=1)([CH3:7])[CH3:6])C.[H][H]. (3) Given the product [NH2:23][C:4]1[N:3]=[C:2]([CH3:1])[C:7]([O:8][C:9]2[CH:14]=[CH:13][N:12]=[C:11]([NH:15][C:16](=[O:22])[O:17][C:18]([CH3:20])([CH3:19])[CH3:21])[CH:10]=2)=[CH:6][CH:5]=1, predict the reactants needed to synthesize it. The reactants are: [CH3:1][C:2]1[C:7]([O:8][C:9]2[CH:14]=[CH:13][N:12]=[C:11]([NH:15][C:16](=[O:22])[O:17][C:18]([CH3:21])([CH3:20])[CH3:19])[CH:10]=2)=[CH:6][CH:5]=[C:4]([N+:23]([O-])=O)[N:3]=1.[NH4+].[Cl-]. (4) Given the product [Cl:8][C:5]1[CH:6]=[CH:7][C:2]([CH2:9][CH2:10][CH:11]([OH:19])[CH2:12][N:14]2[CH:18]=[CH:17][N:16]=[CH:15]2)=[CH:3][CH:4]=1, predict the reactants needed to synthesize it. The reactants are: Cl[C:2]1([CH2:9][CH:10](O)[CH2:11][CH3:12])[CH:7]=[CH:6][C:5]([Cl:8])=[CH:4][CH2:3]1.[NH:14]1[CH:18]=[CH:17][N:16]=[CH:15]1.[OH-:19].[Na+]. (5) Given the product [C:1]([C:3]1[CH:14]=[CH:13][C:6]([CH2:7][C:8]([CH2:18][CH2:19][F:20])([C:11]#[N:12])[C:9]#[N:10])=[CH:5][CH:4]=1)#[N:2], predict the reactants needed to synthesize it. The reactants are: [C:1]([C:3]1[CH:14]=[CH:13][C:6]([CH2:7][CH:8]([C:11]#[N:12])[C:9]#[N:10])=[CH:5][CH:4]=1)#[N:2].[H-].[Na+].Br[CH2:18][CH2:19][F:20]. (6) Given the product [Cl:1][C:2]1[CH:7]=[C:6]([F:8])[CH:5]=[CH:4][C:3]=1[CH:9]1[CH2:14][CH:15]([OH:16])[CH2:17][N:20]([NH:19][C:18](=[O:21])[O:22][C:23]([CH3:26])([CH3:25])[CH3:24])[C:10]1=[O:12], predict the reactants needed to synthesize it. The reactants are: [Cl:1][C:2]1[CH:7]=[C:6]([F:8])[CH:5]=[CH:4][C:3]=1[CH:9]([CH2:14][CH:15]1[CH2:17][O:16]1)[C:10]([O:12]C)=O.[C:18]([O:22][C:23]([CH3:26])([CH3:25])[CH3:24])(=[O:21])[NH:19][NH2:20]. (7) Given the product [F:3][C:4]1[CH:5]=[CH:6][C:7]([C:10]2[CH:14]=[CH:13][N:12]([CH2:15][C@@H:16]([NH:18][C:26](=[O:27])[C:25]3[CH:29]=[CH:30][CH:31]=[CH:32][C:24]=3[N:20]3[N:21]=[CH:22][CH:23]=[N:19]3)[CH3:17])[N:11]=2)=[N:8][CH:9]=1, predict the reactants needed to synthesize it. The reactants are: Cl.Cl.[F:3][C:4]1[CH:5]=[CH:6][C:7]([C:10]2[CH:14]=[CH:13][N:12]([CH2:15][C@@H:16]([NH2:18])[CH3:17])[N:11]=2)=[N:8][CH:9]=1.[N:19]1[N:20]([C:24]2[CH:32]=[CH:31][CH:30]=[CH:29][C:25]=2[C:26](O)=[O:27])[N:21]=[CH:22][CH:23]=1.CN(C(ON1N=NC2C=CC=NC1=2)=[N+](C)C)C.F[P-](F)(F)(F)(F)F.CCN(C(C)C)C(C)C.